Task: Predict the reaction yield, written as a fraction of the theoretical maximum amount of product (1.0 means a 100% yield; for example, 0.34 means a 34% yield).. Dataset: Reaction yield outcomes from USPTO patents with 853,638 reactions (1) The reactants are C([C:4]1[CH:5]=[C:6]([C:13](=[O:22])[C:14]2[CH:19]=[CH:18][C:17]([C:20]#[N:21])=[CH:16][CH:15]=2)[N:7]2[C:12]=1[CH:11]=[CH:10][CH:9]=[CH:8]2)(=O)C.C(O)CO.C1(C)C=CC(S(O)(=O)=O)=CC=1.C(=O)(O)[O-].[Na+]. The catalyst is C1C=CC=CC=1. The product is [C:20]([C:17]1[CH:16]=[CH:15][C:14]([C:13]([C:6]2[N:7]3[C:12]([CH:11]=[CH:10][CH:9]=[CH:8]3)=[CH:4][CH:5]=2)=[O:22])=[CH:19][CH:18]=1)#[N:21]. The yield is 0.800. (2) The reactants are [C:1]([NH:4][CH2:5][C:6]([NH:8][C:9]1[CH:14]=[C:13]([C:15]2[C:23]3[C:18](=[CH:19][C:20]([F:24])=[CH:21][CH:22]=3)[N:17]([S:25]([C:28]3[CH:33]=[CH:32][CH:31]=[CH:30][CH:29]=3)(=[O:27])=[O:26])[CH:16]=2)[CH:12]=[CH:11][C:10]=1[NH2:34])=O)(=[O:3])[CH3:2].C([O-])(O)=O.[Na+]. The yield is 1.00. The catalyst is CC(O)=O. The product is [F:24][C:20]1[CH:19]=[C:18]2[C:23]([C:15]([C:13]3[CH:12]=[CH:11][C:10]4[N:34]=[C:6]([CH2:5][NH:4][C:1](=[O:3])[CH3:2])[NH:8][C:9]=4[CH:14]=3)=[CH:16][N:17]2[S:25]([C:28]2[CH:33]=[CH:32][CH:31]=[CH:30][CH:29]=2)(=[O:27])=[O:26])=[CH:22][CH:21]=1. (3) The reactants are Cl.[O:2]=[C:3]1[NH:12][C:11]2[N:10]=[CH:9][C:8](/[CH:13]=[CH:14]/[C:15]([OH:17])=O)=[CH:7][C:6]=2[CH2:5][CH2:4]1.Cl.[NH:19]1[CH2:22][CH:21]([C:23]2[N:27]=[C:26]([CH3:28])[O:25][N:24]=2)[CH2:20]1.CCN(C(C)C)C(C)C.CCN=C=NCCCN(C)C. The catalyst is CN(C=O)C. The product is [CH3:28][C:26]1[O:25][N:24]=[C:23]([CH:21]2[CH2:22][N:19]([C:15](=[O:17])/[CH:14]=[CH:13]/[C:8]3[CH:7]=[C:6]4[C:11](=[N:10][CH:9]=3)[NH:12][C:3](=[O:2])[CH2:4][CH2:5]4)[CH2:20]2)[N:27]=1. The yield is 0.560. (4) The reactants are [CH3:1][S:2][C:3]1[CH:4]=[C:5]([N:9]2[CH:14]=[CH:13][C:12](=[O:15])[C:11]([C:16]3[N:20]([C:21]4[CH:26]=[CH:25][CH:24]=[CH:23][CH:22]=4)[N:19]=[CH:18][CH:17]=3)=[N:10]2)[CH:6]=[CH:7][CH:8]=1.CSC1C=C(N2C=CC(=[O:41])C(C3C=CN(C4C=CC=CC=4)N=3)=N2)C=CC=1.C(=O)(O)[O-].[Na+].ClC1C=C(C=CC=1)C(OO)=O. The catalyst is C(Cl)Cl. The product is [CH3:1][S:2]([C:3]1[CH:4]=[C:5]([N:9]2[CH:14]=[CH:13][C:12](=[O:15])[C:11]([C:16]3[N:20]([C:21]4[CH:26]=[CH:25][CH:24]=[CH:23][CH:22]=4)[N:19]=[CH:18][CH:17]=3)=[N:10]2)[CH:6]=[CH:7][CH:8]=1)=[O:41]. The yield is 0.450. (5) The reactants are Br[CH2:2][C:3]1[C:12]([Cl:13])=[N:11][CH:10]=[CH:9][C:4]=1[C:5]([O:7]C)=O.Cl.[F:15][C:16]([F:31])([CH:28]([F:30])[F:29])[CH2:17][O:18][C:19]1[N:24]=[CH:23][C:22]([CH:25]([NH2:27])[CH3:26])=[CH:21][CH:20]=1.C(=O)(O)[O-].[Na+]. No catalyst specified. The product is [Cl:13][C:12]1[C:3]2[CH2:2][N:27]([CH:25]([C:22]3[CH:23]=[N:24][C:19]([O:18][CH2:17][C:16]([F:31])([F:15])[CH:28]([F:30])[F:29])=[CH:20][CH:21]=3)[CH3:26])[C:5](=[O:7])[C:4]=2[CH:9]=[CH:10][N:11]=1. The yield is 0.600. (6) The reactants are [Li+].CC([N-]C(C)C)C.[Cl:9][C:10]1[N:15]=[C:14]([Cl:16])[CH:13]=[C:12]([CH3:17])[N:11]=1.[CH3:18][C:19]([CH3:23])=[CH:20][CH2:21]Br.O. The catalyst is C1COCC1.C(OCC)(=O)C. The product is [Cl:9][C:10]1[N:15]=[C:14]([Cl:16])[CH:13]=[C:12]([CH2:17][CH2:21][CH:20]=[C:19]([CH3:23])[CH3:18])[N:11]=1. The yield is 0.740. (7) The reactants are C1(P(C2C=CC=CC=2)C2C=CC=CC=2)C=CC=CC=1.II.CCN(CC)CC.[Cl:29][C:30]1[C:31]([CH3:57])=[C:32]([NH:38][C@H:39]([C:53]([OH:56])([CH3:55])[CH3:54])[C:40]([NH:42][NH:43][C:44](=[O:52])[C:45]2[CH:50]=[CH:49][C:48]([F:51])=[CH:47][CH:46]=2)=O)[CH:33]=[CH:34][C:35]=1[C:36]#[N:37]. The catalyst is C(Cl)Cl.C1COCC1. The product is [Cl:29][C:30]1[C:31]([CH3:57])=[C:32]([NH:38][C@@H:39]([C:40]2[O:52][C:44]([C:45]3[CH:50]=[CH:49][C:48]([F:51])=[CH:47][CH:46]=3)=[N:43][N:42]=2)[C:53]([OH:56])([CH3:55])[CH3:54])[CH:33]=[CH:34][C:35]=1[C:36]#[N:37]. The yield is 0.810.